This data is from Forward reaction prediction with 1.9M reactions from USPTO patents (1976-2016). The task is: Predict the product of the given reaction. Given the reactants [CH2:1]([C:3]1[CH:8]=[CH:7][C:6]([N:9]2[C:13]([C:14](OCC)=[O:15])=[CH:12][N:11]=[CH:10]2)=[CH:5][CH:4]=1)[CH3:2].[H-].[Al+3].[Li+].[H-].[H-].[H-].C(C(C(C([O-])=O)O)O)([O-])=O.[K+].[K+], predict the reaction product. The product is: [CH2:1]([C:3]1[CH:4]=[CH:5][C:6]([N:9]2[C:13]([CH2:14][OH:15])=[CH:12][N:11]=[CH:10]2)=[CH:7][CH:8]=1)[CH3:2].